Dataset: Reaction yield outcomes from USPTO patents with 853,638 reactions. Task: Predict the reaction yield, written as a fraction of the theoretical maximum amount of product (1.0 means a 100% yield; for example, 0.34 means a 34% yield). (1) The reactants are [C:1]([O:5][C:6]([N:8]1[CH2:13][CH2:12][N:11]([C:14]2[CH:19]=[C:18]([C:20]3[CH:25]=[CH:24][CH:23]=[CH:22][C:21]=3[CH3:26])[C:17]([C:27](=[O:30])[NH:28][CH3:29])=[CH:16][N:15]=2)[CH2:10][CH2:9]1)=[O:7])([CH3:4])([CH3:3])[CH3:2].C[Si](C)(C)[N-][Si](C)(C)C.[K+].[F:41][C:42]([F:56])([F:55])[C:43]1[CH:44]=[C:45]([CH:48]=[C:49]([C:51]([F:54])([F:53])[F:52])[CH:50]=1)[CH2:46]Br.[OH-].[Na+]. The catalyst is O1CCCC1.O. The product is [C:1]([O:5][C:6]([N:8]1[CH2:13][CH2:12][N:11]([C:14]2[CH:19]=[C:18]([C:20]3[CH:25]=[CH:24][CH:23]=[CH:22][C:21]=3[CH3:26])[C:17]([C:27](=[O:30])[N:28]([CH2:46][C:45]3[CH:48]=[C:49]([C:51]([F:53])([F:54])[F:52])[CH:50]=[C:43]([C:42]([F:41])([F:55])[F:56])[CH:44]=3)[CH3:29])=[CH:16][N:15]=2)[CH2:10][CH2:9]1)=[O:7])([CH3:4])([CH3:3])[CH3:2]. The yield is 0.708. (2) The reactants are Br[CH2:2][CH2:3][O:4][C:5]1[C:10]([O:11][CH2:12][CH2:13][CH2:14][C:15]2[CH:20]=[CH:19][CH:18]=[CH:17][CH:16]=2)=[C:9]([O:21][CH3:22])[C:8]([Cl:23])=[C:7]([CH3:24])[C:6]=1[C:25](=[O:27])[CH3:26].Cl.[F:29][C:30]1([F:34])[CH2:33][NH:32][CH2:31]1. No catalyst specified. The product is [Cl:23][C:8]1[C:7]([CH3:24])=[C:6]([C:25](=[O:27])[CH3:26])[C:5]([O:4][CH2:3][CH2:2][N:32]2[CH2:33][C:30]([F:34])([F:29])[CH2:31]2)=[C:10]([O:11][CH2:12][CH2:13][CH2:14][C:15]2[CH:20]=[CH:19][CH:18]=[CH:17][CH:16]=2)[C:9]=1[O:21][CH3:22]. The yield is 0.200. (3) The reactants are [NH:1]1[CH:5]=[C:4]([B:6]2[O:14][C:11]([CH3:13])([CH3:12])[C:8]([CH3:10])([CH3:9])[O:7]2)[CH:3]=[N:2]1.[H-].[Na+].[CH:17]1([S:20](Cl)(=[O:22])=[O:21])[CH2:19][CH2:18]1. The catalyst is CN(C)C=O.[Cl-].[Na+].O. The product is [CH:17]1([S:20]([N:2]2[CH:3]=[C:4]([B:6]3[O:7][C:8]([CH3:9])([CH3:10])[C:11]([CH3:13])([CH3:12])[O:14]3)[CH:5]=[N:1]2)(=[O:22])=[O:21])[CH2:19][CH2:18]1. The yield is 0.500. (4) The reactants are [Si]([O:8][CH2:9][CH2:10][CH2:11][N:12]1[C:20](=[O:21])[C:19]2[N:18]([CH2:22][C:23]3[CH:28]=[CH:27][C:26]([Cl:29])=[CH:25][CH:24]=3)[C:17]([CH:30]([OH:32])[CH3:31])=[N:16][C:15]=2[N:14]([CH3:33])[C:13]1=[O:34])(C(C)(C)C)(C)C.Cl. The catalyst is C(O)C.O. The product is [Cl:29][C:26]1[CH:25]=[CH:24][C:23]([CH2:22][N:18]2[C:19]3[C:20](=[O:21])[N:12]([CH2:11][CH2:10][CH2:9][OH:8])[C:13](=[O:34])[N:14]([CH3:33])[C:15]=3[N:16]=[C:17]2[CH:30]([OH:32])[CH3:31])=[CH:28][CH:27]=1. The yield is 0.290. (5) The reactants are [F:1][C:2]1[CH:9]=[C:8](/[CH:10]=[CH:11]/[B:12]2[O:16][C:15]([CH3:18])([CH3:17])[C:14]([CH3:20])([CH3:19])[O:13]2)[CH:7]=[CH:6][C:3]=1[CH:4]=O.[NH:21]1[CH2:26][CH2:25][O:24][CH2:23][CH2:22]1.[BH-](OC(C)=O)(OC(C)=O)OC(C)=O.[Na+].CC(O)=O. The catalyst is ClCCCl. The product is [F:1][C:2]1[CH:9]=[C:8](/[CH:10]=[CH:11]/[B:12]2[O:16][C:15]([CH3:18])([CH3:17])[C:14]([CH3:20])([CH3:19])[O:13]2)[CH:7]=[CH:6][C:3]=1[CH2:4][N:21]1[CH2:26][CH2:25][O:24][CH2:23][CH2:22]1. The yield is 0.940. (6) The reactants are [CH2:1]([CH:3]([N:6]1[CH:11]=[C:10]([CH3:12])[N:9]=[C:8](SC)[C:7]1=[O:15])[CH2:4][CH3:5])[CH3:2].O[O:17][S:18]([O-:20])=O.[K+].[CH2:22]1COCC1. The catalyst is O.C(OCC)(=O)C. The product is [CH2:1]([CH:3]([N:6]1[CH:11]=[C:10]([CH3:12])[N:9]=[C:8]([S:18]([CH3:22])(=[O:20])=[O:17])[C:7]1=[O:15])[CH2:4][CH3:5])[CH3:2]. The yield is 0.670. (7) The reactants are [O:1]1[C:9]2[C:4](=[N+:5]([O-])[CH:6]=[CH:7][CH:8]=2)[CH:3]=[CH:2]1.O=P(Cl)(Cl)[Cl:13]. The catalyst is C(Cl)(Cl)Cl. The product is [Cl:13][C:8]1[CH:7]=[CH:6][N:5]=[C:4]2[CH:3]=[CH:2][O:1][C:9]=12. The yield is 0.500. (8) The reactants are [NH2:1][C:2]1[C:11]2[C:6](=[C:7](Br)[CH:8]=[CH:9][CH:10]=2)[N:5]=[N:4][C:3]=1[C:13]([NH:15][CH2:16][CH2:17][CH3:18])=[O:14].[CH3:19][O:20][C:21]1[CH:26]=[CH:25][C:24](B(O)O)=[C:23]([C:30]([F:33])([F:32])[F:31])[CH:22]=1. No catalyst specified. The product is [NH2:1][C:2]1[C:11]2[C:6](=[C:7]([C:24]3[CH:25]=[CH:26][C:21]([O:20][CH3:19])=[CH:22][C:23]=3[C:30]([F:31])([F:32])[F:33])[CH:8]=[CH:9][CH:10]=2)[N:5]=[N:4][C:3]=1[C:13]([NH:15][CH2:16][CH2:17][CH3:18])=[O:14]. The yield is 0.820. (9) The reactants are [O:1]=[C:2]([CH2:8][C:9]([O:11][CH3:12])=[O:10])[CH2:3][C:4]([O:6][CH3:7])=[O:5].[CH3:13][CH2:14][CH2:15]CC.O.CCOC(C)=O. The catalyst is N1C=CC=CC=1.ClC(C)C=O. The product is [CH3:12][O:11][C:9](=[O:10])[CH2:8][C:2]1[O:1][C:14]([CH3:15])=[CH:13][C:3]=1[C:4]([O:6][CH3:7])=[O:5]. The yield is 0.700. (10) The reactants are C(O[C:6](=O)[NH:7][CH2:8][CH2:9][O:10][C:11]1[CH:16]=[CH:15][CH:14]=[CH:13][C:12]=1[O:17][CH:18]([CH3:20])[CH3:19])(C)(C)C.C(O[C:26]1[CH:31]=[CH:30][CH:29]=[CH:28][C:27]=1O)(C)C.[CH:33]1C=[CH:37][C:36](P([C:35]2[CH:36]=[CH:37]C=[CH:33][CH:34]=2)[C:35]2[CH:36]=[CH:37]C=[CH:33][CH:34]=2)=[CH:35][CH:34]=1.C([O:56][C:57](=O)[NH:58]CCO)(C)(C)C.N(C(OC(C)(C)C)=O)=NC(OC(C)(C)C)=O. The catalyst is C1COCC1. The product is [CH:18]([O:17][C:12]1[CH:13]=[CH:14][CH:15]=[CH:16][C:11]=1[O:10][CH2:9][CH2:8][NH:7][CH2:6][C:31]1[CH:26]=[C:27]([C:57]([N:58]2[CH2:37][CH2:36][CH2:35][CH2:34][CH2:33]2)=[O:56])[CH:28]=[CH:29][CH:30]=1)([CH3:19])[CH3:20]. The yield is 0.780.